From a dataset of Forward reaction prediction with 1.9M reactions from USPTO patents (1976-2016). Predict the product of the given reaction. (1) Given the reactants C(OP([CH2:9][C:10]1[CH:15]=[C:14]([O:16][CH3:17])[C:13]([CH2:18][CH2:19][CH3:20])=[C:12]([O:21][CH3:22])[CH:11]=1)(=O)OCC)C.[F:23][C:24]1[CH:31]=[CH:30][C:27]([CH:28]=O)=[CH:26][CH:25]=1, predict the reaction product. The product is: [CH3:17][O:16][C:14]1[CH:15]=[C:10]([CH:9]=[CH:28][C:27]2[CH:30]=[CH:31][C:24]([F:23])=[CH:25][CH:26]=2)[CH:11]=[C:12]([O:21][CH3:22])[C:13]=1[CH2:18][CH2:19][CH3:20]. (2) Given the reactants [Cl:1][C:2]1[CH:15]=[CH:14][C:5]2[NH:6][C:7](=O)[CH:8]([CH:10]([CH3:12])[CH3:11])[O:9][C:4]=2[CH:3]=1.B.O1CCCC1.Cl.O, predict the reaction product. The product is: [Cl:1][C:2]1[CH:15]=[CH:14][C:5]2[NH:6][CH2:7][CH:8]([CH:10]([CH3:12])[CH3:11])[O:9][C:4]=2[CH:3]=1. (3) Given the reactants [CH2:1]([O:8][C:9](=[O:12])[CH2:10]Br)[C:2]1[CH:7]=[CH:6][CH:5]=[CH:4][CH:3]=1.[N-:13]=[N+:14]=[N-:15].[Na+], predict the reaction product. The product is: [CH2:1]([O:8][C:9](=[O:12])[CH2:10][N:13]=[N+:14]=[N-:15])[C:2]1[CH:7]=[CH:6][CH:5]=[CH:4][CH:3]=1. (4) Given the reactants [F:1][C:2]1[CH:3]=[C:4]([C:8]2[N:13]=[C:12]([CH3:14])[C:11]([C:15](Cl)=[O:16])=[CH:10][N:9]=2)[CH:5]=[CH:6][CH:7]=1.[F:18][C:19]1[CH:20]=[C:21]2[C:25](=[CH:26][CH:27]=1)[N:24]([NH2:28])[CH:23]=[CH:22]2.C([O-])([O-])=O.[K+].[K+], predict the reaction product. The product is: [F:18][C:19]1[CH:20]=[C:21]2[C:25](=[CH:26][CH:27]=1)[N:24]([NH:28][C:15]([C:11]1[C:12]([CH3:14])=[N:13][C:8]([C:4]3[CH:5]=[CH:6][CH:7]=[C:2]([F:1])[CH:3]=3)=[N:9][CH:10]=1)=[O:16])[CH:23]=[CH:22]2. (5) The product is: [F:25][CH:20]([F:26])[O:1][C:2]1[CH:3]=[C:4]([C:11]([N:13]2[CH2:16][CH:15]([O:17][CH3:18])[CH2:14]2)=[O:12])[CH:5]=[CH:6][C:7]=1[N+:8]([O-:10])=[O:9]. Given the reactants [OH:1][C:2]1[CH:3]=[C:4]([C:11]([N:13]2[CH2:16][CH:15]([O:17][CH3:18])[CH2:14]2)=[O:12])[CH:5]=[CH:6][C:7]=1[N+:8]([O-:10])=[O:9].Cl[C:20]([F:26])([F:25])C(OC)=O.C(=O)([O-])[O-].[K+].[K+], predict the reaction product. (6) Given the reactants [CH2:1]([N:8]([CH2:12][C:13]1[CH:18]=[CH:17][CH:16]=[CH:15][CH:14]=1)[CH2:9][CH2:10]O)[C:2]1[CH:7]=[CH:6][CH:5]=[CH:4][CH:3]=1.CCCCCC.S(Br)([Br:27])=O.C(=O)([O-])O.[Na+], predict the reaction product. The product is: [CH2:1]([N:8]([CH2:12][C:13]1[CH:18]=[CH:17][CH:16]=[CH:15][CH:14]=1)[CH2:9][CH2:10][Br:27])[C:2]1[CH:7]=[CH:6][CH:5]=[CH:4][CH:3]=1. (7) Given the reactants [Cl:1][C:2]1[CH:3]=[C:4]([NH:17][C:18]2[N:23]=[CH:22][N:21]=[C:20]([N:24]([CH3:32])[CH2:25][CH2:26][CH2:27][C:28]([O:30][CH3:31])=[O:29])[C:19]=2[CH:33]=O)[CH:5]=[CH:6][C:7]=1[O:8][CH2:9][C:10]1[CH:15]=[CH:14][CH:13]=[C:12]([F:16])[CH:11]=1.C[O-].[Na+].CO, predict the reaction product. The product is: [Cl:1][C:2]1[CH:3]=[C:4]([NH:17][C:18]2[C:19]3[CH:33]=[C:27]([C:28]([O:30][CH3:31])=[O:29])[CH2:26][CH2:25][N:24]([CH3:32])[C:20]=3[N:21]=[CH:22][N:23]=2)[CH:5]=[CH:6][C:7]=1[O:8][CH2:9][C:10]1[CH:15]=[CH:14][CH:13]=[C:12]([F:16])[CH:11]=1.